From a dataset of Full USPTO retrosynthesis dataset with 1.9M reactions from patents (1976-2016). Predict the reactants needed to synthesize the given product. (1) The reactants are: [C:1]([Mg]Cl)([CH3:4])([CH3:3])[CH3:2].[CH2:7](OCC)C.[CH3:12][C:13]1[CH2:17]C[C:15](=O)[CH:14]=1.[Cl-].[NH4+]. Given the product [C:1]([C:4]1[CH2:15][CH:14]=[C:13]([CH3:17])[CH:12]=1)([CH3:7])([CH3:3])[CH3:2], predict the reactants needed to synthesize it. (2) Given the product [Cl:25][C:22]1[CH:23]=[CH:24][C:18]2[N:17]3[CH:26]=[CH:27][CH:28]=[C:16]3[C:13]3([CH2:14][CH2:15][N:10]([C:8]([C:5]4[CH:6]=[CH:7][C:2]([CH:31]5[CH2:33][CH2:32]5)=[C:3]([O:29][CH3:30])[CH:4]=4)=[O:9])[CH2:11][CH2:12]3)[O:20][C:19]=2[CH:21]=1, predict the reactants needed to synthesize it. The reactants are: Br[C:2]1[CH:7]=[CH:6][C:5]([C:8]([N:10]2[CH2:15][CH2:14][C:13]3([O:20][C:19]4[CH:21]=[C:22]([Cl:25])[CH:23]=[CH:24][C:18]=4[N:17]4[CH:26]=[CH:27][CH:28]=[C:16]34)[CH2:12][CH2:11]2)=[O:9])=[CH:4][C:3]=1[O:29][CH3:30].[CH:31]1(B(O)O)[CH2:33][CH2:32]1.C([O-])([O-])=O.[K+].[K+]. (3) Given the product [ClH:15].[Br:1][C:2]1[CH:8]=[C:7]([CH:9]([CH3:11])[CH3:10])[CH:6]=[CH:5][C:3]=1[NH:4][C:13]([NH2:14])=[NH:12], predict the reactants needed to synthesize it. The reactants are: [Br:1][C:2]1[CH:8]=[C:7]([CH:9]([CH3:11])[CH3:10])[CH:6]=[CH:5][C:3]=1[NH2:4].[N:12]#[C:13][NH2:14].[ClH:15]. (4) Given the product [Cl:17][C:12]1[CH:13]=[CH:14][CH:15]=[CH:16][C:11]=1[N:10]1[C:9]2[CH2:8][CH2:7][N:6]([N:18]3[CH2:23][CH2:22][CH2:21][CH2:20][CH2:19]3)[C:5](=[O:24])[C:4]=2[C:3]([CH3:25])=[C:2]1[C:30]1[CH:31]=[CH:32][C:27]([OH:26])=[CH:28][CH:29]=1, predict the reactants needed to synthesize it. The reactants are: Br[C:2]1[N:10]([C:11]2[CH:16]=[CH:15][CH:14]=[CH:13][C:12]=2[Cl:17])[C:9]2[CH2:8][CH2:7][N:6]([N:18]3[CH2:23][CH2:22][CH2:21][CH2:20][CH2:19]3)[C:5](=[O:24])[C:4]=2[C:3]=1[CH3:25].[OH:26][C:27]1[CH:32]=[CH:31][C:30](B(O)O)=[CH:29][CH:28]=1.C([O-])([O-])=O.[Na+].[Na+]. (5) Given the product [C:38]([N:40]1[CH2:45][CH2:44][N:43]([C:29]([C@@H:9]2[CH2:10][C@H:11]([NH:13][CH2:14][C:15]3[CH:16]=[C:17]([C:25]([F:26])([F:27])[F:28])[CH:18]=[C:19]([C:21]([F:24])([F:23])[F:22])[CH:20]=3)[CH2:12][N:8]2[CH2:1][C:2]2[CH:7]=[CH:6][CH:5]=[CH:4][CH:3]=2)=[O:31])[CH2:42][CH2:41]1)(=[O:39])[C:32]1[CH:37]=[CH:36][CH:35]=[CH:34][CH:33]=1, predict the reactants needed to synthesize it. The reactants are: [CH2:1]([N:8]1[CH2:12][CH:11]([NH:13][CH2:14][C:15]2[CH:20]=[C:19]([C:21]([F:24])([F:23])[F:22])[CH:18]=[C:17]([C:25]([F:28])([F:27])[F:26])[CH:16]=2)[CH2:10][CH:9]1[C:29]([OH:31])=O)[C:2]1[CH:7]=[CH:6][CH:5]=[CH:4][CH:3]=1.[C:32]1([C:38]([N:40]2[CH2:45][CH2:44][NH:43][CH2:42][CH2:41]2)=[O:39])[CH:37]=[CH:36][CH:35]=[CH:34][CH:33]=1.